From a dataset of Reaction yield outcomes from USPTO patents with 853,638 reactions. Predict the reaction yield, written as a fraction of the theoretical maximum amount of product (1.0 means a 100% yield; for example, 0.34 means a 34% yield). (1) The reactants are [NH:1]1[CH2:5][CH2:4][CH2:3][C:2]1=[O:6].[Br:7][C:8]1[CH:13]=[CH:12][C:11](I)=[CH:10][CH:9]=1.[F-].[Cs+].CNCCNC. The catalyst is O1CCOCC1.[Cu](I)I. The product is [Br:7][C:8]1[CH:13]=[CH:12][C:11]([N:1]2[CH2:5][CH2:4][CH2:3][C:2]2=[O:6])=[CH:10][CH:9]=1. The yield is 0.460. (2) The reactants are [CH2:1]([O:3][C:4]([C:6]1[CH:7]=[C:8]2[C:16](=[CH:17][CH:18]=1)[NH:15][C:14]1C(=O)[NH:12][CH2:11][CH2:10][C:9]2=1)=[O:5])C.[OH-].[Li+].Cl. The catalyst is O.CO. The product is [CH3:1][O:3][C:4]([C:6]1[CH:7]=[C:8]2[C:16](=[CH:17][CH:18]=1)[NH:15][CH:14]=[C:9]2[CH2:10][C:11]#[N:12])=[O:5]. The yield is 0.910. (3) The reactants are C([O:5][C:6](=[O:55])[C:7]([O:10]/[N:11]=[C:12](/[C:42]1[N:43]=[C:44]([NH:47]C(OC(C)(C)C)=O)[S:45][CH:46]=1)\[C:13]([NH:15][C@@H:16]1[C:19](=[O:20])[N:18]([S:21]([OH:24])(=[O:23])=[O:22])[C@@H:17]1[CH2:25][N:26]1[CH2:30][CH2:29][N:28]([CH2:31][CH2:32][NH:33]C(OC(C)(C)C)=O)[C:27]1=[O:41])=[O:14])([CH3:9])[CH3:8])(C)(C)C.C(O)(C(F)(F)F)=O. The catalyst is C(Cl)Cl. The product is [NH2:33][CH2:32][CH2:31][N:28]1[CH2:29][CH2:30][N:26]([CH2:25][C@@H:17]2[C@H:16]([NH:15][C:13](=[O:14])/[C:12](=[N:11]\[O:10][C:7]([CH3:8])([CH3:9])[C:6]([OH:55])=[O:5])/[C:42]3[N:43]=[C:44]([NH2:47])[S:45][CH:46]=3)[C:19](=[O:20])[N:18]2[S:21]([OH:24])(=[O:22])=[O:23])[C:27]1=[O:41]. The yield is 0.0400. (4) The reactants are C(OC([N:8]1[CH2:13][CH2:12][CH:11]([C:14]([OH:16])=O)[CH2:10][CH2:9]1)=O)(C)(C)C.[CH2:17]([NH:19][CH2:20][CH3:21])[CH3:18].C(N(CC)CC)C.C1C=NC2N(O)N=NC=2C=1.CCN=C=NCCCN(C)C. The catalyst is CN(C=O)C. The product is [CH2:17]([N:19]([CH2:20][CH3:21])[C:14]([CH:11]1[CH2:10][CH2:9][NH:8][CH2:13][CH2:12]1)=[O:16])[CH3:18]. The yield is 0.860. (5) The reactants are C(O[C:6](=O)[N:7]([C@H:9]1[CH2:14][CH2:13][C@H:12]([N:15]([C:18]2[CH:23]=[C:22]([C:24]#[C:25][CH2:26][N:27]3[CH2:32][CH2:31][O:30][CH2:29][CH2:28]3)[CH:21]=[C:20]([C:33](=[O:45])[NH:34][CH2:35][C:36]3[C:37](=[O:44])[NH:38][C:39]([CH3:43])=[CH:40][C:41]=3[CH3:42])[C:19]=2[CH3:46])[CH2:16][CH3:17])[CH2:11][CH2:10]1)C)(C)(C)C.C(O)(C(F)(F)F)=O. The catalyst is C(Cl)Cl. The product is [CH3:42][C:41]1[CH:40]=[C:39]([CH3:43])[NH:38][C:37](=[O:44])[C:36]=1[CH2:35][NH:34][C:33](=[O:45])[C:20]1[CH:21]=[C:22]([C:24]#[C:25][CH2:26][N:27]2[CH2:32][CH2:31][O:30][CH2:29][CH2:28]2)[CH:23]=[C:18]([N:15]([CH2:16][CH3:17])[C@H:12]2[CH2:13][CH2:14][C@H:9]([NH:7][CH3:6])[CH2:10][CH2:11]2)[C:19]=1[CH3:46]. The yield is 0.990. (6) The reactants are I[C:2]1[C:3]([NH2:9])=[N:4][C:5]([NH2:8])=[CH:6][CH:7]=1.C(O)C.C(=O)([O-])[O-].[Na+].[Na+].CC1(C)C(C)(C)OB([C:27]2[CH:28]=[N:29][N:30]([C:32]([C:45]3[CH:50]=[CH:49][CH:48]=[CH:47][CH:46]=3)([C:39]3[CH:44]=[CH:43][CH:42]=[CH:41][CH:40]=3)[C:33]3[CH:38]=[CH:37][CH:36]=[CH:35][CH:34]=3)[CH:31]=2)O1. The catalyst is C1(C)C=CC=CC=1.C1C=CC([P]([Pd]([P](C2C=CC=CC=2)(C2C=CC=CC=2)C2C=CC=CC=2)([P](C2C=CC=CC=2)(C2C=CC=CC=2)C2C=CC=CC=2)[P](C2C=CC=CC=2)(C2C=CC=CC=2)C2C=CC=CC=2)(C2C=CC=CC=2)C2C=CC=CC=2)=CC=1.C(OCC)(=O)C.O. The product is [C:32]([N:30]1[CH:31]=[C:27]([C:2]2[C:3]([NH2:9])=[N:4][C:5]([NH2:8])=[CH:6][CH:7]=2)[CH:28]=[N:29]1)([C:39]1[CH:40]=[CH:41][CH:42]=[CH:43][CH:44]=1)([C:45]1[CH:50]=[CH:49][CH:48]=[CH:47][CH:46]=1)[C:33]1[CH:34]=[CH:35][CH:36]=[CH:37][CH:38]=1. The yield is 0.730. (7) The product is [CH3:18][S:17][C:7]1[NH:8][C:9]2[C:14]([C:15](=[O:16])[C:6]=1[C:4]([OH:5])=[O:3])=[CH:13][CH:12]=[CH:11][CH:10]=2. The reactants are C([O:3][C:4]([C:6]1[C:7]([S:17][CH3:18])=[N:8][C:9]2[C:14]([C:15]=1[OH:16])=[CH:13][CH:12]=[CH:11][CH:10]=2)=[O:5])C.Cl. The yield is 0.850. The catalyst is [OH-].[Na+]. (8) The reactants are [CH2:1]([O:8][C:9]1[CH:19]=[C:18]([CH3:20])[C:12]([C:13]([O:15][CH2:16][CH3:17])=[O:14])=[C:11]([OH:21])[CH:10]=1)[C:2]1[CH:7]=[CH:6][CH:5]=[CH:4][CH:3]=1.C(=O)([O-])[O-].[K+].[K+].[CH3:28][O:29][CH2:30]Br.O. The catalyst is CN(C=O)C. The product is [CH2:1]([O:8][C:9]1[CH:19]=[C:18]([CH3:20])[C:12]([C:13]([O:15][CH2:16][CH3:17])=[O:14])=[C:11]([O:21][CH2:28][O:29][CH3:30])[CH:10]=1)[C:2]1[CH:3]=[CH:4][CH:5]=[CH:6][CH:7]=1. The yield is 0.860. (9) The reactants are C(OC(NC1C(=O)N2C(C)(C(O)=O)CCC2=NC=1)=O)C1C=CC=CC=1.C([O:30][C:31]([C:33]1([CH2:54][CH:55]=[CH2:56])[N:37]2[C:38](=[O:53])[C:39]([NH:42][C:43]([O:45][CH2:46][C:47]3[CH:52]=[CH:51][CH:50]=[CH:49][CH:48]=3)=[O:44])=[CH:40][N:41]=[C:36]2[CH2:35][CH2:34]1)=[O:32])(C)(C)C. No catalyst specified. The product is [CH2:54]([C:33]1([C:31]([OH:32])=[O:30])[N:37]2[C:38](=[O:53])[C:39]([NH:42][C:43]([O:45][CH2:46][C:47]3[CH:52]=[CH:51][CH:50]=[CH:49][CH:48]=3)=[O:44])=[CH:40][N:41]=[C:36]2[CH2:35][CH2:34]1)[CH:55]=[CH2:56]. The yield is 0.860.